This data is from Forward reaction prediction with 1.9M reactions from USPTO patents (1976-2016). The task is: Predict the product of the given reaction. (1) Given the reactants F[C:2]([N:7](C)C)(F)[CH:3]([F:5])[F:4].B(F)(F)F.[N:14]1C=CC=C[CH:15]=1.C(O[CH:23]=[CH:24][C:25]([O:27]CC)=[O:26])C.[OH-].[Na+].CNN, predict the reaction product. The product is: [F:5][CH:3]([F:4])[C:2]1[C:24]([C:25]([OH:27])=[O:26])=[CH:23][N:14]([CH3:15])[N:7]=1. (2) Given the reactants [C:1]1([CH2:7][C:8]([N:10]2[CH2:15][CH2:14][CH2:13][CH2:12][CH2:11]2)=[O:9])[CH:6]=[CH:5][CH:4]=[CH:3][CH:2]=1.[CH2:16]([Li])[CH2:17][CH2:18][CH3:19].BrCCCC.Cl, predict the reaction product. The product is: [C:1]1([CH:7]([CH2:16][CH2:17][CH2:18][CH3:19])[C:8]([N:10]2[CH2:15][CH2:14][CH2:13][CH2:12][CH2:11]2)=[O:9])[CH:2]=[CH:3][CH:4]=[CH:5][CH:6]=1. (3) The product is: [CH3:19][C:18]([CH3:21])([CH3:20])[C:17]([C:16]1[C:10]2[C:11](=[N:12][CH:13]=[C:8]([C:4]3[CH:5]=[CH:6][CH:7]=[C:2]([N:28]4[CH2:29][C:26]5([CH2:23][O:24][CH2:25]5)[CH2:27]4)[CH:3]=3)[N:9]=2)[NH:14][CH:15]=1)=[O:22]. Given the reactants I[C:2]1[CH:3]=[C:4]([C:8]2[N:9]=[C:10]3[C:16]([C:17](=[O:22])[C:18]([CH3:21])([CH3:20])[CH3:19])=[CH:15][NH:14][C:11]3=[N:12][CH:13]=2)[CH:5]=[CH:6][CH:7]=1.[CH2:23]1[C:26]2([CH2:29][NH:28][CH2:27]2)[CH2:25][O:24]1.C(=O)([O-])[O-].[K+].[K+].N1CCCC1C(O)=O, predict the reaction product. (4) Given the reactants ClC(Cl)(O[C:5](=[O:11])OC(Cl)(Cl)Cl)Cl.C(O)(=O)C.[NH2:17][C:18]([C:21]1[CH:26]=[CH:25][C:24]([NH:27][C:28]([C:30]2[NH:31][CH:32]=[C:33]([C:35]#[N:36])[N:34]=2)=[O:29])=[C:23]([C:37]2[CH2:42][CH2:41][CH2:40][CH2:39][CH:38]=2)[CH:22]=1)([CH3:20])[CH3:19].CC[N:45](C(C)C)C(C)C, predict the reaction product. The product is: [C:37]1([C:23]2[CH:22]=[C:21]([C:18]([CH3:20])([NH:17][C:5]([NH2:45])=[O:11])[CH3:19])[CH:26]=[CH:25][C:24]=2[NH:27][C:28]([C:30]2[NH:31][CH:32]=[C:33]([C:35]#[N:36])[N:34]=2)=[O:29])[CH2:42][CH2:41][CH2:40][CH2:39][CH:38]=1. (5) Given the reactants C([O:4][CH2:5][CH:6]=[CH2:7])C=C.[CH:8]1[C:13]([C:14]2[CH:19]=[CH:18][C:17]([OH:20])=[CH:16][CH:15]=2)=[CH:12][CH:11]=[C:10](O)[CH:9]=1.[CH2:22](OCCCCCCCCCCCC)[CH2:23][CH2:24]CCCCCCCCC, predict the reaction product. The product is: [CH2:24]([C:18]1[CH:19]=[C:14]([C:13]2[CH:7]=[CH:6][C:5]([OH:4])=[C:11]([CH2:10][CH:9]=[CH2:8])[CH:12]=2)[CH:15]=[CH:16][C:17]=1[OH:20])[CH:23]=[CH2:22]. (6) Given the reactants C1C(=O)N([I:8])C(=O)C1.[C:9]([NH:12][C:13]1[N:18]2[C:19]3[N:25]=[CH:24][CH:23]=[C:22]([O:26][CH3:27])[C:20]=3[CH:21]=[C:17]2[CH:16]=[CH:15][N:14]=1)(=[O:11])[CH3:10], predict the reaction product. The product is: [C:9]([NH:12][C:13]1[N:18]2[C:19]3[N:25]=[CH:24][CH:23]=[C:22]([O:26][CH3:27])[C:20]=3[C:21]([I:8])=[C:17]2[CH:16]=[CH:15][N:14]=1)(=[O:11])[CH3:10]. (7) Given the reactants [Cl:1][C:2]1[C:3]([CH2:31][N:32]2[CH2:37][CH2:36][NH:35][CH2:34][CH2:33]2)=[C:4]([O:26][C:27]([F:30])([F:29])[F:28])[CH:5]=[C:6]2[C:11]=1[N:10]=[CH:9][N:8]([CH2:12][C:13]1[CH:18]=[C:17]([Cl:19])[CH:16]=[CH:15][C:14]=1[S:20]([CH2:23][CH3:24])(=[O:22])=[O:21])[C:7]2=[O:25].[CH2:38]=O, predict the reaction product. The product is: [Cl:1][C:2]1[C:3]([CH2:31][N:32]2[CH2:33][CH2:34][N:35]([CH3:38])[CH2:36][CH2:37]2)=[C:4]([O:26][C:27]([F:30])([F:28])[F:29])[CH:5]=[C:6]2[C:11]=1[N:10]=[CH:9][N:8]([CH2:12][C:13]1[CH:18]=[C:17]([Cl:19])[CH:16]=[CH:15][C:14]=1[S:20]([CH2:23][CH3:24])(=[O:22])=[O:21])[C:7]2=[O:25]. (8) Given the reactants [Br:1][C:2]1[C:6]2[C:7]([NH:11]CC3C=CC(OC)=CC=3OC)=[N:8][CH:9]=[CH:10][C:5]=2[N:4]([C@@H:23]2[CH2:28][CH2:27][CH2:26][N:25](C(OC(C)(C)C)=O)[CH2:24]2)[N:3]=1.C(O)(C(F)(F)F)=O.C([SiH](CC)CC)C, predict the reaction product. The product is: [Br:1][C:2]1[C:6]2[C:7]([NH2:11])=[N:8][CH:9]=[CH:10][C:5]=2[N:4]([C@@H:23]2[CH2:28][CH2:27][CH2:26][NH:25][CH2:24]2)[N:3]=1. (9) The product is: [Br:1][C:2]1[CH:3]=[C:4]([CH:5]=[CH:6][CH:7]=1)[O:8][CH2:12][CH2:13][CH2:14][N:15]1[C:19](=[O:20])[C:18]2[C:17](=[CH:24][CH:23]=[CH:22][CH:21]=2)[C:16]1=[O:25]. Given the reactants [Br:1][C:2]1[CH:3]=[C:4]([OH:8])[CH:5]=[CH:6][CH:7]=1.[H-].[Na+].Br[CH2:12][CH2:13][CH2:14][N:15]1[C:19](=[O:20])[C:18]2=[CH:21][CH:22]=[CH:23][CH:24]=[C:17]2[C:16]1=[O:25], predict the reaction product.